From a dataset of Catalyst prediction with 721,799 reactions and 888 catalyst types from USPTO. Predict which catalyst facilitates the given reaction. (1) Reactant: [CH3:1][C:2]1[CH:3]=[CH:4][C:5]([N+:11]([O-:13])=[O:12])=[C:6]([CH:10]=1)[C:7](Cl)=[O:8].[Cl:14][C:15]1[C:20]([NH2:21])=[CH:19][CH:18]=[CH:17][N:16]=1.N1C=CC=CC=1. Product: [Cl:14][C:15]1[C:20]([NH:21][C:7](=[O:8])[C:6]2[CH:10]=[C:2]([CH3:1])[CH:3]=[CH:4][C:5]=2[N+:11]([O-:13])=[O:12])=[CH:19][CH:18]=[CH:17][N:16]=1. The catalyst class is: 30. (2) Reactant: [NH2:1][C@@:2]([CH3:15])([CH2:6][C:7]1[CH:12]=[CH:11][C:10]([O:13]C)=[CH:9][CH:8]=1)[C:3](N)=[O:4].C1(CC(N)=[O:24])C=CC=CC=1.Br. Product: [CH3:15][C@@:2]([NH2:1])([C:3]([OH:24])=[O:4])[CH2:6][C:7]1[CH:12]=[CH:11][C:10]([OH:13])=[CH:9][CH:8]=1. The catalyst class is: 6. (3) Reactant: [F:1][C:2]1[CH:14]=[CH:13][C:5]2[S:6][C:7]([CH2:10][NH:11][CH3:12])=[C:8]([CH3:9])[C:4]=2[CH:3]=1.[O:15]=[C:16]1[NH:25][C:24]2[N:23]=[CH:22][C:21](/[CH:26]=[CH:27]/[C:28]([OH:30])=O)=[CH:20][C:19]=2[CH2:18][CH2:17]1.ON1C2C=CC=CC=2N=N1.C(N(C(C)C)CC)(C)C.CN(C)CCCN=C=NCC. Product: [F:1][C:2]1[CH:14]=[CH:13][C:5]2[S:6][C:7]([CH2:10][N:11]([CH3:12])[C:28](=[O:30])/[CH:27]=[CH:26]/[C:21]3[CH:22]=[N:23][C:24]4[NH:25][C:16](=[O:15])[CH2:17][CH2:18][C:19]=4[CH:20]=3)=[C:8]([CH3:9])[C:4]=2[CH:3]=1. The catalyst class is: 18. (4) Reactant: N[C:2]1[CH:3]=[C:4]([C:14](=[O:16])[CH3:15])[CH:5]=[C:6]([S:8]([F:13])([F:12])([F:11])([F:10])[F:9])[CH:7]=1.N([O-])=[O:18].[Na+]. Product: [OH:18][C:2]1[CH:3]=[C:4]([C:14](=[O:16])[CH3:15])[CH:5]=[C:6]([S:8]([F:13])([F:12])([F:11])([F:10])[F:9])[CH:7]=1. The catalyst class is: 445. (5) Reactant: [CH3:1][O:2][C:3]1[CH:8]=[CH:7][C:6]([CH:9]2[CH2:13][C:12]3([CH2:18][CH2:17][CH2:16][CH2:15][CH2:14]3)[N:11]([CH2:19][C:20](O)=[O:21])[C:10]2=[O:23])=[CH:5][CH:4]=1.C(Cl)(=O)C([Cl:27])=O.CN(C=O)C. Product: [CH3:1][O:2][C:3]1[CH:8]=[CH:7][C:6]([CH:9]2[CH2:13][C:12]3([CH2:18][CH2:17][CH2:16][CH2:15][CH2:14]3)[N:11]([CH2:19][C:20]([Cl:27])=[O:21])[C:10]2=[O:23])=[CH:5][CH:4]=1. The catalyst class is: 59. (6) Reactant: [CH2:1]([O:8][C:9](=[O:21])[NH:10]C1CC2C(=O)C(CSC2)C1)[C:2]1[CH:7]=[CH:6][CH:5]=[CH:4][CH:3]=1.[BH4-].[Na+]. Product: [CH2:1]([O:8][C:9](=[O:21])[NH2:10])[C:2]1[CH:7]=[CH:6][CH:5]=[CH:4][CH:3]=1. The catalyst class is: 8.